Dataset: Experimentally validated miRNA-target interactions with 360,000+ pairs, plus equal number of negative samples. Task: Binary Classification. Given a miRNA mature sequence and a target amino acid sequence, predict their likelihood of interaction. (1) The miRNA is hsa-miR-365a-5p with sequence AGGGACUUUUGGGGGCAGAUGUG. The protein sequence of the target gene is MGNCAKRPWRRGPKDPLQWLGSPPRGSCPSPSSSPKEQGDPAPGVQGYSVLNSLVGPACIFLRPSIAATQLDRELRPEEIEELQVAFQEFDRDRDGYIGCRELGACMRTLGYMPTEMELIEISQQISGGKVDFEDFVELMGPKLLAETADMIGVRELRDAFREFDTNGDGRISVGELRAALKALLGERLSQREVDEILQDVDLNGDGLVDFEEFVRMMSR. Result: 0 (no interaction). (2) The miRNA is hsa-miR-1-3p with sequence UGGAAUGUAAAGAAGUAUGUAU. The protein sequence of the target gene is MAAVKEPLEFHAKRPWRPEEAVEDPDEEDEDNTSEAENGFSLEEVLRLGGTKQDYLMLATLDENEEVIDGGKKGAIDDLQQGELEAFIQNLNLAKYTKASLVEEDEPAEKENSSKKEVKIPKINNKNTAESQRTSVNKVKNKNRPEPHSDENGSTTPKVKKDKQNIFEFFERQTLLLRPGGKWYDLEYSNEYSLKPQPQDVVSKYKTLAQKLYQHEINLFKSKTNSQKGASSTWMKAIVSSGTLGDRMAAMILLIQDDAVHTLQFVETLVNLVKKKGSKQQCLMALDTFKELLITDLLPD.... Result: 1 (interaction). (3) The miRNA is hsa-miR-585-3p with sequence UGGGCGUAUCUGUAUGCUA. The protein sequence of the target gene is MTAMEESQSDISLELPLSQETFSGLWKLLPPEDILPSPHCMDDLLLPQDVEEFFEGPSEALRVSGAPAAQDPVTETPGPVAPAPATPWPLSSFVPSQKTYQGNYGFHLGFLQSGTAKSVMCTYSPPLNKLFCQLAKTCPVQLWVSATPPAGSRVRAMAIYKKSQHMTEVVRRCPHHERCSDGDGLAPPQHLIRVEGNLYPEYLEDRQTFRHSVVVPYEPPEAGSEYTTIHYKYMCNSSCMGGMNRRPILTIITLEDSSGNLLGRDSFEVRVCACPGRDRRTEEENFRKKEVLCPELPPGS.... Result: 0 (no interaction). (4) The miRNA is hsa-miR-2276-3p with sequence UCUGCAAGUGUCAGAGGCGAGG. The protein sequence of the target gene is MYRDYGEPGPSSGAGSPYGRPAQPPQAQAQTAQQQKFHLVPSIDSSSQELHWMVQPHFLGPTGYPRPLAYPQYSPPQPRPGVIRALGPPPGVRRRPCEQISPEEEERRRVRRERNKLAAAKCRNRRKELTDFLQAETDKLEDEKSGLQREIEELQKQKERLELVLEAHRPICKIPEGDKKDPGGSGSTSGASSPPAPGRPVPCISLSPGPVLEPEALHTPTLMTTPSLTPFTPSLVFTYPSTPEPCSSAHRKSSSSSGDPSSDPLGSPTLLAL. Result: 0 (no interaction). (5) The miRNA is hsa-miR-3153 with sequence GGGGAAAGCGAGUAGGGACAUUU. The protein sequence of the target gene is MASLGPSPWAPLSTPAPTAQLLLFLLLQVSAQPQGLSGMQGEPSLGDSSSGEDELGVDVLPSEEDAPEEADPPDGEDPPEVNSEDRMEESLGLEDLSTPEAPEHSQGSHGDEKGGGHSHWSYGGTLLWPQVSPACAGRFQSPVDIRLERTAFCRTLQPLELLGYELQPLPELSLSNNGHTVQLTLPPGLKMALGPGQEYRALQLHLHWGTSDHPGSEHTVNGHRFPAEIHVVHLSTAFSELHEALGRPGGLAVLAAFLQESPEENSAYEQLLSHLEEISEEGSKIEIPGLDVSALLPSDL.... Result: 0 (no interaction).